Dataset: Full USPTO retrosynthesis dataset with 1.9M reactions from patents (1976-2016). Task: Predict the reactants needed to synthesize the given product. Given the product [Cl:10][C:11]1[C:12]([C:30]2[CH:31]=[N:32][N:33]3[CH:38]=[CH:37][CH:36]=[CH:35][C:34]=23)=[N:13][C:14]([NH:17][C:18]2[C:19]([O:28][CH3:29])=[CH:20][C:21]([N:46]3[CH2:45][CH2:44][N:43]([CH2:42][C:41]([N:40]([CH3:50])[CH3:39])=[O:49])[CH2:48][CH2:47]3)=[C:22]([N+:24]([O-:26])=[O:25])[CH:23]=2)=[N:15][CH:16]=1, predict the reactants needed to synthesize it. The reactants are: CCN(C(C)C)C(C)C.[Cl:10][C:11]1[C:12]([C:30]2[CH:31]=[N:32][N:33]3[CH:38]=[CH:37][CH:36]=[CH:35][C:34]=23)=[N:13][C:14]([NH:17][C:18]2[CH:23]=[C:22]([N+:24]([O-:26])=[O:25])[C:21](F)=[CH:20][C:19]=2[O:28][CH3:29])=[N:15][CH:16]=1.[CH3:39][N:40]([CH3:50])[C:41](=[O:49])[CH2:42][N:43]1[CH2:48][CH2:47][NH:46][CH2:45][CH2:44]1.